This data is from Catalyst prediction with 721,799 reactions and 888 catalyst types from USPTO. The task is: Predict which catalyst facilitates the given reaction. (1) Reactant: Cl.[C:2]([N:12]1[CH2:16][CH2:15][C@H:14]([NH2:17])[CH2:13]1)([O:4][CH2:5][C:6]1[CH:11]=[CH:10][CH:9]=[CH:8][CH:7]=1)=[O:3].[C:18]([O:22][C:23]([N:25]1[CH2:30][C@@H:29]([O:31][S:32]([C:35]2[CH:40]=[CH:39][C:38]([C:41]([F:44])([F:43])[F:42])=[CH:37][CH:36]=2)(=[O:34])=[O:33])[CH2:28][CH2:27][C@H:26]1[C:45](O)=[O:46])=[O:24])([CH3:21])([CH3:20])[CH3:19].OP=O.C(Cl)CCl. Product: [C:18]([O:22][C:23]([N:25]1[CH2:30][C@@H:29]([O:31][S:32]([C:35]2[CH:36]=[CH:37][C:38]([C:41]([F:44])([F:42])[F:43])=[CH:39][CH:40]=2)(=[O:33])=[O:34])[CH2:28][CH2:27][C@H:26]1[C:45](=[O:46])[NH:17][C@H:14]1[CH2:15][CH2:16][N:12]([C:2]([O:4][CH2:5][C:6]2[CH:11]=[CH:10][CH:9]=[CH:8][CH:7]=2)=[O:3])[CH2:13]1)=[O:24])([CH3:21])([CH3:20])[CH3:19]. The catalyst class is: 2. (2) Reactant: CCN=C=NCCCN(C)C.C1C=CC2N(O)N=NC=2C=1.[CH:22]1([CH2:26][O:27][NH2:28])[CH2:25][CH2:24][CH2:23]1.[Br:29][C:30]1[CH:35]=[CH:34][C:33]([NH:36][C:37]2[C:45]([C:46](O)=[O:47])=[C:44]3[N:40]([CH2:41][CH:42]4[O:51][C:50]([CH3:53])([CH3:52])[O:49][CH:43]43)[C:39](=[O:54])[CH:38]=2)=[C:32]([F:55])[CH:31]=1. Product: [CH:22]1([CH2:26][O:27][NH:28][C:46]([C:45]2[C:37]([NH:36][C:33]3[CH:34]=[CH:35][C:30]([Br:29])=[CH:31][C:32]=3[F:55])=[CH:38][C:39](=[O:54])[N:40]3[C:44]=2[CH:43]2[O:49][C:50]([CH3:53])([CH3:52])[O:51][CH:42]2[CH2:41]3)=[O:47])[CH2:25][CH2:24][CH2:23]1. The catalyst class is: 85. (3) Reactant: [CH3:1][C:2]1[C:3]([CH2:8][N:9]([CH2:16][C:17]2[C:22]([CH3:23])=[CH:21][CH:20]=[CH:19][N:18]=2)[CH:10]2[CH2:15][CH2:14][NH:13][CH2:12][CH2:11]2)=[N:4][CH:5]=[CH:6][CH:7]=1.[C:24]1([N:30]=[C:31]=[O:32])[CH:29]=[CH:28][CH:27]=[CH:26][CH:25]=1. Product: [C:24]1([NH:30][C:31]([N:13]2[CH2:14][CH2:15][CH:10]([N:9]([CH2:16][C:17]3[C:22]([CH3:23])=[CH:21][CH:20]=[CH:19][N:18]=3)[CH2:8][C:3]3[C:2]([CH3:1])=[CH:7][CH:6]=[CH:5][N:4]=3)[CH2:11][CH2:12]2)=[O:32])[CH:29]=[CH:28][CH:27]=[CH:26][CH:25]=1. The catalyst class is: 2.